The task is: Regression. Given two drug SMILES strings and cell line genomic features, predict the synergy score measuring deviation from expected non-interaction effect.. This data is from NCI-60 drug combinations with 297,098 pairs across 59 cell lines. Drug 1: C1CN(CCN1C(=O)CCBr)C(=O)CCBr. Drug 2: CC1C(C(CC(O1)OC2CC(CC3=C2C(=C4C(=C3O)C(=O)C5=C(C4=O)C(=CC=C5)OC)O)(C(=O)CO)O)N)O.Cl. Cell line: MDA-MB-435. Synergy scores: CSS=37.2, Synergy_ZIP=-5.61, Synergy_Bliss=-5.68, Synergy_Loewe=-4.32, Synergy_HSA=-3.46.